This data is from Full USPTO retrosynthesis dataset with 1.9M reactions from patents (1976-2016). The task is: Predict the reactants needed to synthesize the given product. (1) Given the product [CH3:23][O:22][C:18](=[O:21])[CH2:19][O:16][C:10]1[CH:11]=[CH:12][CH:13]=[C:14]([F:15])[C:9]=1[NH:8][C:6]1[C:5]([Cl:17])=[CH:4][N:3]=[C:2]([Cl:1])[N:7]=1, predict the reactants needed to synthesize it. The reactants are: [Cl:1][C:2]1[N:7]=[C:6]([NH:8][C:9]2[C:14]([F:15])=[CH:13][CH:12]=[CH:11][C:10]=2[OH:16])[C:5]([Cl:17])=[CH:4][N:3]=1.[C:18]([O:22][CH3:23])(=[O:21])[CH2:19]O.C1(P(C2C=CC=CC=2)C2C=CC=CC=2)C=CC=CC=1.N(C(OC(C)(C)C)=O)=NC(OC(C)(C)C)=O. (2) Given the product [Cl:12][C:9]1[S:8][C:7]([C:5]([NH:4][CH2:3][C@@H:2]2[O:1][C:28](=[O:29])[N:14]([C:15]3[CH:16]=[CH:17][C:18]([N:21]4[CH2:26][CH2:25][O:24][CH2:23][C:22]4=[O:27])=[CH:19][CH:20]=3)[CH2:13]2)=[O:6])=[CH:11][CH:10]=1, predict the reactants needed to synthesize it. The reactants are: [OH:1][C@H:2]([CH2:13][NH:14][C:15]1[CH:20]=[CH:19][C:18]([N:21]2[CH2:26][CH2:25][O:24][CH2:23][C:22]2=[O:27])=[CH:17][CH:16]=1)[CH2:3][NH:4][C:5]([C:7]1[S:8][C:9]([Cl:12])=[CH:10][CH:11]=1)=[O:6].[C:28](N1C=CN=C1)(N1C=CN=C1)=[O:29]. (3) The reactants are: [CH2:1]([NH:8][C:9](=[O:41])[C@@H:10]([NH:25][C:26]([C:28]1[CH:37]=[CH:36][C:35]2[C:30](=[CH:31][CH:32]=[C:33]([N:38]([CH3:40])[CH3:39])[CH:34]=2)[CH:29]=1)=[O:27])[CH2:11][CH2:12][CH2:13][NH:14]C(=O)OCC1C=CC=CC=1)[C:2]1[CH:7]=[CH:6][CH:5]=[CH:4][CH:3]=1. Given the product [NH2:14][CH2:13][CH2:12][CH2:11][C@H:10]([NH:25][C:26]([C:28]1[CH:37]=[CH:36][C:35]2[C:30](=[CH:31][CH:32]=[C:33]([N:38]([CH3:40])[CH3:39])[CH:34]=2)[CH:29]=1)=[O:27])[C:9]([NH:8][CH2:1][C:2]1[CH:3]=[CH:4][CH:5]=[CH:6][CH:7]=1)=[O:41], predict the reactants needed to synthesize it. (4) Given the product [N+:1]([C:4]1[CH:12]=[CH:11][CH:10]=[C:9]2[C:5]=1[CH:6]=[N:7][N:8]2[CH2:13][CH:14]1[CH2:19][CH2:18][CH2:17][N:16]([C:27](=[O:29])[CH3:28])[CH2:15]1)([O-:3])=[O:2], predict the reactants needed to synthesize it. The reactants are: [N+:1]([C:4]1[CH:12]=[CH:11][CH:10]=[C:9]2[C:5]=1[CH:6]=[N:7][N:8]2[CH2:13][CH:14]1[CH2:19][CH2:18][CH2:17][NH:16][CH2:15]1)([O-:3])=[O:2].C(N(CC)CC)C.[C:27](OC(=O)C)(=[O:29])[CH3:28]. (5) Given the product [N:1]([C@@H:4]1[CH2:8][CH2:7][N:6]([C:9]([O:11][C:12]([CH3:13])([CH3:14])[CH3:15])=[O:10])[C@@H:5]1[C:16](=[O:18])[NH:40][C@@H:41]([CH2:46][C:47]1[CH:56]=[CH:55][C:54]2[C:49](=[CH:50][CH:51]=[CH:52][CH:53]=2)[CH:48]=1)[C:42]([O:44][CH3:45])=[O:43])=[N+:2]=[N-:3], predict the reactants needed to synthesize it. The reactants are: [N:1]([C@@H:4]1[CH2:8][CH2:7][N:6]([C:9]([O:11][C:12]([CH3:15])([CH3:14])[CH3:13])=[O:10])[C@@H:5]1[C:16]([OH:18])=O)=[N+:2]=[N-:3].C(Cl)CCl.N1C2C(=NC=CC=2)N(O)N=1.CN1CCOCC1.[NH2:40][C@@H:41]([CH2:46][C:47]1[CH:56]=[CH:55][C:54]2[C:49](=[CH:50][CH:51]=[CH:52][CH:53]=2)[CH:48]=1)[C:42]([O:44][CH3:45])=[O:43].